This data is from Full USPTO retrosynthesis dataset with 1.9M reactions from patents (1976-2016). The task is: Predict the reactants needed to synthesize the given product. Given the product [CH:1]1([C@@H:4]([C:11]2[CH:16]=[CH:15][N:14]=[C:13]([O:17][CH2:18][CH:19]3[CH2:24][CH2:23][N:22]([C:25]4[CH:30]=[C:29]([O:31][CH3:32])[CH:28]=[CH:27][C:26]=4[C:33](=[O:46])[N:34]([CH2:41][C:42]([CH3:44])([CH3:43])[CH3:45])[C:35]4[CH:40]=[CH:39][CH:38]=[CH:37][N:36]=4)[CH2:21][CH2:20]3)[CH:12]=2)[CH2:5][C:6]([OH:8])=[O:7])[CH2:2][CH2:3]1, predict the reactants needed to synthesize it. The reactants are: [CH:1]1([C@@H:4]([C:11]2[CH:16]=[CH:15][N:14]=[C:13]([O:17][CH2:18][CH:19]3[CH2:24][CH2:23][N:22]([C:25]4[CH:30]=[C:29]([O:31][CH3:32])[CH:28]=[CH:27][C:26]=4[C:33](=[O:46])[N:34]([CH2:41][C:42]([CH3:45])([CH3:44])[CH3:43])[C:35]4[CH:40]=[CH:39][CH:38]=[CH:37][N:36]=4)[CH2:21][CH2:20]3)[CH:12]=2)[CH2:5][C:6]([O:8]CC)=[O:7])[CH2:3][CH2:2]1.[OH-].[Na+].Cl.